This data is from Forward reaction prediction with 1.9M reactions from USPTO patents (1976-2016). The task is: Predict the product of the given reaction. (1) Given the reactants [Cl:1][C:2]1[C:7](I)=[C:6]([CH3:9])[N:5]=[C:4]([NH2:10])[N:3]=1.[C:11]([C:13]1[CH:14]=[C:15]([OH:19])[CH:16]=[CH:17][CH:18]=1)#[CH:12].C(N(CC)CC)C, predict the reaction product. The product is: [NH2:10][C:4]1[N:3]=[C:2]([Cl:1])[C:7]([C:12]#[C:11][C:13]2[CH:14]=[C:15]([OH:19])[CH:16]=[CH:17][CH:18]=2)=[C:6]([CH3:9])[N:5]=1. (2) The product is: [CH2:1]([N:3]1[CH:7]=[C:6]([C:8]2[CH:9]=[C:10]([NH:11][C:29]([NH:28][C:26]3[CH:25]=[CH:24][C:23]([I:31])=[C:22]([F:21])[CH:27]=3)=[O:30])[CH:12]=[CH:13][CH:14]=2)[C:5]([C:15]2[CH:16]=[CH:17][N:18]=[CH:19][CH:20]=2)=[N:4]1)[CH3:2]. Given the reactants [CH2:1]([N:3]1[CH:7]=[C:6]([C:8]2[CH:9]=[C:10]([CH:12]=[CH:13][CH:14]=2)[NH2:11])[C:5]([C:15]2[CH:20]=[CH:19][N:18]=[CH:17][CH:16]=2)=[N:4]1)[CH3:2].[F:21][C:22]1[CH:27]=[C:26]([N:28]=[C:29]=[O:30])[CH:25]=[CH:24][C:23]=1[I:31], predict the reaction product. (3) Given the reactants [OH-].[Na+].[CH2:3]([NH:10][C:11](=[O:34])[N:12]([C:14]1[CH:15]=[C:16]([C:20]2[CH:25]=[CH:24][C:23]([CH2:26][CH2:27][C:28]([O:30]C)=[O:29])=[CH:22][C:21]=2[O:32][CH3:33])[CH:17]=[CH:18][CH:19]=1)[CH3:13])[CH2:4][CH2:5][CH2:6][CH2:7][CH2:8][CH3:9].O.C(O)(=O)C, predict the reaction product. The product is: [CH2:3]([NH:10][C:11](=[O:34])[N:12]([C:14]1[CH:15]=[C:16]([C:20]2[CH:25]=[CH:24][C:23]([CH2:26][CH2:27][C:28]([OH:30])=[O:29])=[CH:22][C:21]=2[O:32][CH3:33])[CH:17]=[CH:18][CH:19]=1)[CH3:13])[CH2:4][CH2:5][CH2:6][CH2:7][CH2:8][CH3:9]. (4) Given the reactants N1(O[C:11]2[N:16]=[C:15]([NH:17][CH2:18][C:19]3[CH:20]=[N:21][N:22]([CH3:24])[CH:23]=3)[C:14]([C:25]([NH2:27])=[O:26])=[CH:13][N:12]=2)C2C=CC=CC=2N=N1.[C:28]([NH:31][C:32]1[CH:33]=[C:34]([CH:36]=[CH:37][CH:38]=1)[NH2:35])(=[O:30])[CH3:29].CC1C=CC(S(O)(=O)=O)=CC=1.O, predict the reaction product. The product is: [C:28]([NH:31][C:32]1[CH:33]=[C:34]([NH:35][C:11]2[N:16]=[C:15]([NH:17][CH2:18][C:19]3[CH:20]=[N:21][N:22]([CH3:24])[CH:23]=3)[C:14]([C:25]([NH2:27])=[O:26])=[CH:13][N:12]=2)[CH:36]=[CH:37][CH:38]=1)(=[O:30])[CH3:29]. (5) Given the reactants [NH2:1][C:2]1[CH:21]=[CH:20][CH:19]=[CH:18][C:3]=1[C:4]([NH:6][C:7]1[CH:17]=[CH:16][C:10]2[O:11][C:12]([F:15])([F:14])[O:13][C:9]=2[CH:8]=1)=[O:5].CS(O[CH2:27][C:28]1[CH:33]=[CH:32][N:31]=[C:30]([C:34]([NH2:36])=[O:35])[CH:29]=1)(=O)=O.[I-].[Na+].C(OCC)(=O)C, predict the reaction product. The product is: [F:14][C:12]1([F:15])[O:11][C:10]2[CH:16]=[CH:17][C:7]([NH:6][C:4]([C:3]3[CH:18]=[CH:19][CH:20]=[CH:21][C:2]=3[NH:1][CH2:27][C:28]3[CH:33]=[CH:32][N:31]=[C:30]([C:34]([NH2:36])=[O:35])[CH:29]=3)=[O:5])=[CH:8][C:9]=2[O:13]1. (6) Given the reactants [Cl:1][C:2]1[CH:26]=[CH:25][C:24]([C:27]2[C:32]([F:33])=[CH:31][CH:30]=[CH:29][N:28]=2)=[CH:23][C:3]=1[C:4]([NH:6][C:7]1[N:11]([C:12]2[CH:17]=[CH:16][CH:15]=[CH:14][CH:13]=2)[N:10]=[C:9]([C:18](OCC)=[O:19])[CH:8]=1)=[O:5].[CH2:34]([CH2:36][NH2:37])[OH:35].C(N(CC)C(C)C)(C)C, predict the reaction product. The product is: [Cl:1][C:2]1[CH:26]=[CH:25][C:24]([C:27]2[C:32]([F:33])=[CH:31][CH:30]=[CH:29][N:28]=2)=[CH:23][C:3]=1[C:4]([NH:6][C:7]1[N:11]([C:12]2[CH:13]=[CH:14][CH:15]=[CH:16][CH:17]=2)[N:10]=[C:9]([C:18]([NH:37][CH2:36][CH2:34][OH:35])=[O:19])[CH:8]=1)=[O:5]. (7) The product is: [CH3:4][C:2]([O:5][C:6]1[CH:7]=[CH:8][C:9]([C:10]2[O:12][N:51]=[C:50]([C:52]3[CH:61]=[CH:60][CH:59]=[C:58]4[C:53]=3[CH:54]=[CH:55][N:56]=[CH:57]4)[N:49]=2)=[CH:13][CH:14]=1)([CH3:1])[CH3:3]. Given the reactants [CH3:1][C:2]([O:5][C:6]1[CH:14]=[CH:13][C:9]([C:10]([OH:12])=O)=[CH:8][CH:7]=1)([CH3:4])[CH3:3].CN(C(ON1N=NC2C=CC=NC1=2)=[N+](C)C)C.F[P-](F)(F)(F)(F)F.CCN(C(C)C)C(C)C.O[NH:49][C:50]([C:52]1[C:53]2[CH:54]=[CH:55][N:56]=[CH:57][C:58]=2[CH:59]=[CH:60][CH:61]=1)=[NH:51], predict the reaction product. (8) Given the reactants [Br:1][C:2]1[CH:7]=[CH:6][N:5]2[N:8]=[CH:9][C:10]([C:11]3[S:12][C:13](Cl)=[N:14][N:15]=3)=[C:4]2[CH:3]=1.[Br:17][C:18]1[CH:19]=[CH:20][C:21]([CH3:27])=[C:22]([S:24]([O-:26])=[O:25])[CH:23]=1.[Na+], predict the reaction product. The product is: [Br:17][C:18]1[CH:19]=[CH:20][C:21]([CH3:27])=[C:22]([S:24]([C:13]2[S:12][C:11]([C:10]3[CH:9]=[N:8][N:5]4[CH:6]=[CH:7][C:2]([Br:1])=[CH:3][C:4]=34)=[N:15][N:14]=2)(=[O:26])=[O:25])[CH:23]=1. (9) The product is: [NH2:21][CH:18]1[CH2:17][CH2:16][N:15]([CH2:14][CH2:13][N:10]2[C:11]3[C:6](=[N:5][CH:4]=[C:3]([O:2][CH3:1])[CH:12]=3)[CH:7]=[CH:8][C:9]2=[O:29])[CH2:20][CH2:19]1. Given the reactants [CH3:1][O:2][C:3]1[CH:12]=[C:11]2[C:6]([CH:7]=[CH:8][C:9](=[O:29])[N:10]2[CH2:13][CH2:14][N:15]2[CH2:20][CH2:19][CH:18]([NH:21]C(=O)OC(C)(C)C)[CH2:17][CH2:16]2)=[N:5][CH:4]=1, predict the reaction product.